This data is from Full USPTO retrosynthesis dataset with 1.9M reactions from patents (1976-2016). The task is: Predict the reactants needed to synthesize the given product. (1) Given the product [C:34]([O:33][C:31]([NH:26][CH2:25][CH2:24][C@@H:23]([N:3]1[C:11]2[C:6](=[CH:7][CH:8]=[C:9]([C:12]([O:14][CH2:15][CH3:16])=[O:13])[CH:10]=2)[CH:5]=[C:4]1[C:17]([O:19][CH2:20][CH3:21])=[O:18])[CH3:22])=[O:32])([CH3:37])([CH3:36])[CH3:35], predict the reactants needed to synthesize it. The reactants are: [H-].[Na+].[NH:3]1[C:11]2[C:6](=[CH:7][CH:8]=[C:9]([C:12]([O:14][CH2:15][CH3:16])=[O:13])[CH:10]=2)[CH:5]=[C:4]1[C:17]([O:19][CH2:20][CH3:21])=[O:18].[CH3:22][C@H:23]1OS(=O)(=O)[N:26]([C:31]([O:33][C:34]([CH3:37])([CH3:36])[CH3:35])=[O:32])[CH2:25][CH2:24]1.[NH4+].[Cl-]. (2) Given the product [ClH:30].[ClH:30].[NH2:11][CH2:12][CH2:13][CH2:14][CH2:15][C@H:16]1[CH2:17][S:24][C:23]([NH2:25])=[N:22]1, predict the reactants needed to synthesize it. The reactants are: C(OC([NH:11][CH2:12][CH2:13][CH2:14][CH2:15][C@H:16]([NH:22][C:23]([NH:25]C(C)(C)C)=[S:24])[C:17](OCC)=O)=O)C1C=CC=CC=1.[ClH:30]. (3) Given the product [CH2:1]([O:8][C:9]([N:11]1[CH2:16][CH2:15][CH:14]([N:17]2[CH2:22][CH2:21][N:20]([C:23]3[CH:28]=[CH:27][C:26]([N:29]4[CH2:33][C@H:32]([CH2:34][NH:35][C:58](=[O:59])[CH3:53])[O:31][C:30]4=[O:38])=[CH:25][C:24]=3[F:39])[CH2:19][CH2:18]2)[CH2:13][CH2:12]1)=[O:10])[C:2]1[CH:7]=[CH:6][CH:5]=[CH:4][CH:3]=1, predict the reactants needed to synthesize it. The reactants are: [CH2:1]([O:8][C:9]([N:11]1[CH2:16][CH2:15][CH:14]([N:17]2[CH2:22][CH2:21][N:20]([C:23]3[CH:28]=[CH:27][C:26]([N:29]4[CH2:33][C@H:32]([CH2:34][N:35]=[N+]=[N-])[O:31][C:30]4=[O:38])=[CH:25][C:24]=3[F:39])[CH2:19][CH2:18]2)[CH2:13][CH2:12]1)=[O:10])[C:2]1[CH:7]=[CH:6][CH:5]=[CH:4][CH:3]=1.C1(P([C:53]2[CH:58]=CC=CC=2)C2C=CC=CC=2)C=CC=CC=1.[OH2:59]. (4) The reactants are: [F:1][C:2]1[CH:3]=[C:4]([N:12]([CH3:14])[CH3:13])[CH:5]=[C:6](F)[C:7]=1[N+:8]([O-:10])=[O:9].[OH-].[Na+].CS(C)=[O:19].Cl. Given the product [CH3:13][N:12]([CH3:14])[C:4]1[CH:3]=[C:2]([F:1])[C:7]([N+:8]([O-:10])=[O:9])=[C:6]([OH:19])[CH:5]=1, predict the reactants needed to synthesize it. (5) Given the product [C:23]([O:22][C:20]([NH:8][CH:9]([C:14]1[CH:19]=[CH:18][CH:17]=[CH:16][CH:15]=1)[CH2:10][C:11]([OH:13])=[O:12])=[O:21])([CH3:26])([CH3:25])[CH3:24], predict the reactants needed to synthesize it. The reactants are: C(N(CC)CC)C.[NH2:8][CH:9]([C:14]1[CH:19]=[CH:18][CH:17]=[CH:16][CH:15]=1)[CH2:10][C:11]([OH:13])=[O:12].[C:20](O[C:20]([O:22][C:23]([CH3:26])([CH3:25])[CH3:24])=[O:21])([O:22][C:23]([CH3:26])([CH3:25])[CH3:24])=[O:21]. (6) Given the product [Cl:1][C:2]1[CH:3]=[C:4]2[C:8](=[CH:9][CH:10]=1)[NH:7][CH:6]=[C:5]2[CH:11]1[CH2:12][CH2:13][N:14]([CH:22]2[CH2:21][CH2:20][C:19]([N:18]([CH3:31])[CH3:17])([C:25]3[CH:30]=[CH:29][CH:28]=[CH:27][CH:26]=3)[CH2:24][CH2:23]2)[CH2:15][CH2:16]1, predict the reactants needed to synthesize it. The reactants are: [Cl:1][C:2]1[CH:3]=[C:4]2[C:8](=[CH:9][CH:10]=1)[NH:7][CH:6]=[C:5]2[C:11]1[CH2:12][CH2:13][NH:14][CH2:15][CH:16]=1.[CH3:17][N:18]([CH3:31])[C:19]1([C:25]2[CH:30]=[CH:29][CH:28]=[CH:27][CH:26]=2)[CH2:24][CH2:23][CH2:22][CH2:21][CH2:20]1.C(O)(=O)C.